This data is from Reaction yield outcomes from USPTO patents with 853,638 reactions. The task is: Predict the reaction yield, written as a fraction of the theoretical maximum amount of product (1.0 means a 100% yield; for example, 0.34 means a 34% yield). (1) The reactants are [CH2:1]([N:8]1[N:12]=[N:11][C:10]([CH:13]([S:20]([C:23]2[CH:28]=[CH:27][C:26]([Cl:29])=[CH:25][CH:24]=2)(=[O:22])=[O:21])[CH2:14][CH2:15][CH2:16][CH2:17][CH2:18]O)=[N:9]1)[C:2]1[CH:7]=[CH:6][CH:5]=[CH:4][CH:3]=1.C(C=P(CCCC)(CCCC)CCCC)#N. The catalyst is C1(C)C=CC=CC=1. The product is [CH2:1]([N:8]1[N:12]=[N:11][C:10]([C:13]2([S:20]([C:23]3[CH:28]=[CH:27][C:26]([Cl:29])=[CH:25][CH:24]=3)(=[O:22])=[O:21])[CH2:18][CH2:17][CH2:16][CH2:15][CH2:14]2)=[N:9]1)[C:2]1[CH:7]=[CH:6][CH:5]=[CH:4][CH:3]=1. The yield is 0.560. (2) The reactants are [C:1]([NH:8][C@H:9]([C:11](=[S:13])[NH2:12])[CH3:10])([O:3][C:4]([CH3:7])([CH3:6])[CH3:5])=[O:2].Cl[CH2:15][C:16](=O)[CH3:17].C(=O)([O-])[O-].[Ca+2]. The catalyst is C(O)C. The product is [CH3:17][C:16]1[N:12]=[C:11]([CH:9]([NH:8][C:1](=[O:2])[O:3][C:4]([CH3:7])([CH3:5])[CH3:6])[CH3:10])[S:13][CH:15]=1. The yield is 0.480. (3) The reactants are [CH2:1]([O:3][C:4]1[CH:5]=[C:6]([CH:9]=[C:10]([N+:13]([O-:15])=[O:14])[C:11]=1[OH:12])[CH:7]=O)[CH3:2].[C:16]1([C:22](=O)[CH2:23][C:24]2[CH:29]=[CH:28][CH:27]=[CH:26][CH:25]=2)[CH:21]=[CH:20][CH:19]=[CH:18][CH:17]=1.[NH2:31][C:32]([NH2:34])=[S:33].Cl. The catalyst is C(O)C. The product is [CH2:1]([O:3][C:4]1[CH:5]=[C:6]([CH:7]2[C:23]([C:24]3[CH:29]=[CH:28][CH:27]=[CH:26][CH:25]=3)=[C:22]([C:16]3[CH:21]=[CH:20][CH:19]=[CH:18][CH:17]=3)[NH:34][C:32](=[S:33])[NH:31]2)[CH:9]=[C:10]([N+:13]([O-:15])=[O:14])[C:11]=1[OH:12])[CH3:2]. The yield is 0.0290. (4) The reactants are Br[CH:2]([C:23]1[CH:28]=[CH:27][CH:26]=[CH:25][CH:24]=1)[C:3]([C:5]1[CH:10]=[CH:9][C:8]([C:11]2([NH:15][C:16](=[O:22])[O:17][C:18]([CH3:21])([CH3:20])[CH3:19])[CH2:14][CH2:13][CH2:12]2)=[CH:7][CH:6]=1)=O.[F:29][C:30]([F:39])([F:38])[C:31]1[N:36]=[N:35][C:34]([NH2:37])=[CH:33][CH:32]=1.C(N(CC)C(C)C)(C)C. The catalyst is C(O)(C)C. The product is [C:23]1([C:2]2[N:35]3[N:36]=[C:31]([C:30]([F:38])([F:29])[F:39])[CH:32]=[CH:33][C:34]3=[N:37][C:3]=2[C:5]2[CH:10]=[CH:9][C:8]([C:11]3([NH:15][C:16](=[O:22])[O:17][C:18]([CH3:21])([CH3:20])[CH3:19])[CH2:14][CH2:13][CH2:12]3)=[CH:7][CH:6]=2)[CH:28]=[CH:27][CH:26]=[CH:25][CH:24]=1. The yield is 0.340.